Dataset: Full USPTO retrosynthesis dataset with 1.9M reactions from patents (1976-2016). Task: Predict the reactants needed to synthesize the given product. (1) The reactants are: CC(C)(C)[C@@H](C(O)=O)N[C:5]([O:7][CH2:8][CH2:9][CH2:10][CH:11]=[CH2:12])=[O:6].[NH2:18][C@@H:19]([CH2:23][C:24]([F:27])([F:26])[F:25])[C:20]([OH:22])=[O:21].[CH2:28](O)CCCC=C. Given the product [F:25][C:24]([F:27])([F:26])[CH2:23][C@H:19]([NH:18][C:5]([O:7][CH2:8][CH2:9][CH2:10][CH2:11][CH:12]=[CH2:28])=[O:6])[C:20]([OH:22])=[O:21], predict the reactants needed to synthesize it. (2) Given the product [CH3:17][C:7]1[CH:12]=[CH:11][C:10]([S:13]([O:4][CH2:3][C:2]([OH:6])([CH3:5])[CH3:1])(=[O:15])=[O:14])=[CH:9][CH:8]=1, predict the reactants needed to synthesize it. The reactants are: [CH3:1][C:2]([OH:6])([CH3:5])[CH2:3][OH:4].[C:7]1([CH3:17])[CH:12]=[CH:11][C:10]([S:13](Cl)(=[O:15])=[O:14])=[CH:9][CH:8]=1.C(OCC)(=O)C. (3) Given the product [CH:6](=[N:5]/[CH2:1][CH2:2][CH:3]=[CH2:4])\[C:7]1[CH:12]=[CH:11][CH:10]=[CH:9][CH:8]=1, predict the reactants needed to synthesize it. The reactants are: [CH2:1]([NH2:5])[CH2:2][CH:3]=[CH2:4].[CH:6](=O)[C:7]1[CH:12]=[CH:11][CH:10]=[CH:9][CH:8]=1.